From a dataset of Peptide-MHC class I binding affinity with 185,985 pairs from IEDB/IMGT. Regression. Given a peptide amino acid sequence and an MHC pseudo amino acid sequence, predict their binding affinity value. This is MHC class I binding data. (1) The peptide sequence is RRDYRRGL. The MHC is HLA-A68:01 with pseudo-sequence HLA-A68:01. The binding affinity (normalized) is 0.0240. (2) The peptide sequence is LRKERLAKL. The MHC is HLA-B07:02 with pseudo-sequence HLA-B07:02. The binding affinity (normalized) is 0.0513. (3) The peptide sequence is TPYDINQML. The MHC is HLA-B51:01 with pseudo-sequence HLA-B51:01. The binding affinity (normalized) is 0.668. (4) The peptide sequence is GTQDQSLYL. The MHC is HLA-B18:01 with pseudo-sequence HLA-B18:01. The binding affinity (normalized) is 0.213. (5) The peptide sequence is PLPNRMKITI. The MHC is Mamu-A01 with pseudo-sequence Mamu-A01. The binding affinity (normalized) is 0.0729. (6) The peptide sequence is NTPLHIVCSK. The MHC is HLA-A31:01 with pseudo-sequence HLA-A31:01. The binding affinity (normalized) is 0.496.